Predict which catalyst facilitates the given reaction. From a dataset of Catalyst prediction with 721,799 reactions and 888 catalyst types from USPTO. (1) Reactant: [CH3:1][CH2:2][CH2:3][N:4]1[C:37](=[O:38])[N:36]([CH2:39][CH2:40][CH3:41])[C:34](=[O:35])[C:33]2[C:5]1=[N:6]/[C:7](/[N:32]=2)=[C:8]1/[CH:9]=[C:10]([NH:14]C(CC2C=CC(OCC3C=CC=CC=3)=CC=2)=O)[NH:11][N:12]/1[CH3:13].Cl. Product: [CH2:39]([N:36]1[C:34](=[O:35])[C:33]2[NH:32][C:7]([C:8]3[N:12]([CH3:13])[N:11]=[C:10]([NH2:14])[CH:9]=3)=[N:6][C:5]=2[N:4]([CH2:3][CH:2]=[CH2:1])[C:37]1=[O:38])[CH:40]=[CH2:41]. The catalyst class is: 74. (2) Reactant: [CH3:1][C:2]1[CH:7]=[CH:6][C:5]([CH:8]=[C:9]([N+:12]([O-])=O)[CH2:10][CH3:11])=[CH:4][C:3]=1[CH3:15]. Product: [CH3:15][C:3]1[CH:4]=[C:5]([CH2:8][CH:9]([NH2:12])[CH2:10][CH3:11])[CH:6]=[CH:7][C:2]=1[CH3:1]. The catalyst class is: 19. (3) Product: [F:20][C:19]1[C:14]2[NH:13][C:1](=[O:2])[O:21][C:15]=2[CH:16]=[CH:17][CH:18]=1. The catalyst class is: 56. Reactant: [C:1](N1C=CN=C1)(N1C=CN=C1)=[O:2].[NH2:13][C:14]1[C:19]([F:20])=[CH:18][CH:17]=[CH:16][C:15]=1[OH:21]. (4) Reactant: [Mg].Br[C:3]1[CH:8]=[CH:7][CH:6]=[CH:5][C:4]=1[C:9]1[CH:14]=[CH:13][C:12]([C:15]([F:18])([F:17])[F:16])=[CH:11][CH:10]=1.II.Cl[P:22]([C:27]([CH3:30])([CH3:29])[CH3:28])[C:23]([CH3:26])([CH3:25])[CH3:24]. Product: [C:23]([P:22]([C:27]([CH3:30])([CH3:29])[CH3:28])[C:3]1[CH:8]=[CH:7][CH:6]=[CH:5][C:4]=1[C:9]1[CH:14]=[CH:13][C:12]([C:15]([F:18])([F:17])[F:16])=[CH:11][CH:10]=1)([CH3:26])([CH3:25])[CH3:24]. The catalyst class is: 28.